Task: Predict which catalyst facilitates the given reaction.. Dataset: Catalyst prediction with 721,799 reactions and 888 catalyst types from USPTO (1) Reactant: [N-:1]=[N+:2]=[N-:3].[Na+].CS(O[CH:10]([C:17]1[CH:22]=[CH:21][CH:20]=[CH:19][CH:18]=1)[CH2:11][CH2:12][N:13]1[CH2:16][CH2:15][CH2:14]1)(=O)=O. Product: [N:1]([CH:10]([C:17]1[CH:22]=[CH:21][CH:20]=[CH:19][CH:18]=1)[CH2:11][CH2:12][N:13]1[CH2:14][CH2:15][CH2:16]1)=[N+:2]=[N-:3]. The catalyst class is: 3. (2) Reactant: [NH2:1][C:2]1[N:7]2[N:8]=[C:9]([C:11]3[O:12][CH:13]=[CH:14][CH:15]=3)[N:10]=[C:6]2[CH:5]=[C:4]([C:16]2[CH:21]=[CH:20][CH:19]=[CH:18][C:17]=2[CH:22]=O)[N:3]=1.[CH2:24]([NH2:35])[C:25]1[CH:34]=[CH:33][C:30]([O:31][CH3:32])=[C:27]([O:28][CH3:29])[CH:26]=1.C(O[BH-](OC(=O)C)OC(=O)C)(=O)C.[Na+]. Product: [NH2:1][C:2]1[N:7]2[N:8]=[C:9]([C:11]3[O:12][CH:13]=[CH:14][CH:15]=3)[N:10]=[C:6]2[CH:5]=[C:4]([C:16]2[CH:21]=[CH:20][CH:19]=[CH:18][C:17]=2[CH2:22][NH:35][CH2:24][C:25]2[CH:34]=[CH:33][C:30]([O:31][CH3:32])=[C:27]([O:28][CH3:29])[CH:26]=2)[N:3]=1. The catalyst class is: 1.